This data is from Full USPTO retrosynthesis dataset with 1.9M reactions from patents (1976-2016). The task is: Predict the reactants needed to synthesize the given product. (1) Given the product [C:7]([NH:15][C:16]([NH:4][CH2:3][C:2]([F:6])([F:5])[F:1])=[S:17])(=[O:14])[C:8]1[CH:13]=[CH:12][CH:11]=[CH:10][CH:9]=1, predict the reactants needed to synthesize it. The reactants are: [F:1][C:2]([F:6])([F:5])[CH2:3][NH2:4].[C:7]([N:15]=[C:16]=[S:17])(=[O:14])[C:8]1[CH:13]=[CH:12][CH:11]=[CH:10][CH:9]=1. (2) The reactants are: [CH3:1][O:2][C:3]1[CH:10]=[CH:9][C:6]([CH2:7][NH2:8])=[CH:5][CH:4]=1.[CH2:11]([N:14]1[C:18]2[N:19]=[CH:20][CH:21]=[CH:22][C:17]=2[N:16]=[C:15]1[CH2:23]Cl)[CH2:12][CH3:13]. Given the product [CH2:11]([N:14]1[C:18]2[N:19]=[CH:20][CH:21]=[CH:22][C:17]=2[N:16]=[C:15]1[CH2:23][NH:8][CH2:7][C:6]1[CH:9]=[CH:10][C:3]([O:2][CH3:1])=[CH:4][CH:5]=1)[CH2:12][CH3:13], predict the reactants needed to synthesize it. (3) The reactants are: [NH:1]1[C:9]2[C:4](=[CH:5][CH:6]=[CH:7][C:8]=2[C:10]([OH:12])=O)[CH:3]=[CH:2]1.CN(C(ON1N=NC2C=CC=CC1=2)=[N+](C)C)C.[B-](F)(F)(F)F.C(N(CC)C(C)C)(C)C.[C:44]([C:48]1[CH:68]=[CH:67][C:51]([CH2:52][NH:53][CH2:54][CH2:55][C:56]2[CH:61]=[CH:60][C:59]([C:62]([F:65])([F:64])[F:63])=[C:58]([F:66])[CH:57]=2)=[CH:50][CH:49]=1)([CH3:47])([CH3:46])[CH3:45]. Given the product [C:44]([C:48]1[CH:68]=[CH:67][C:51]([CH2:52][N:53]([CH2:54][CH2:55][C:56]2[CH:61]=[CH:60][C:59]([C:62]([F:65])([F:63])[F:64])=[C:58]([F:66])[CH:57]=2)[C:10]([C:8]2[CH:7]=[CH:6][CH:5]=[C:4]3[C:9]=2[NH:1][CH:2]=[CH:3]3)=[O:12])=[CH:50][CH:49]=1)([CH3:47])([CH3:45])[CH3:46], predict the reactants needed to synthesize it. (4) Given the product [CH3:28][S:29]([N:32]1[CH2:40][C:39]2[C:34](=[CH:35][CH:36]=[CH:37][C:38]=2[C:2]2[N:10]3[C:5]([CH:6]=[N:7][C:8]([NH:11][C:12]4[CH:17]=[CH:16][C:15]([CH:18]5[CH2:23][CH2:22][N:21]([CH2:24][C:25]([NH2:27])=[O:26])[CH2:20][CH2:19]5)=[CH:14][CH:13]=4)=[N:9]3)=[CH:4][CH:3]=2)[CH2:33]1)(=[O:31])=[O:30], predict the reactants needed to synthesize it. The reactants are: Br[C:2]1[N:10]2[C:5]([CH:6]=[N:7][C:8]([NH:11][C:12]3[CH:17]=[CH:16][C:15]([CH:18]4[CH2:23][CH2:22][N:21]([CH2:24][C:25]([NH2:27])=[O:26])[CH2:20][CH2:19]4)=[CH:14][CH:13]=3)=[N:9]2)=[CH:4][CH:3]=1.[CH3:28][S:29]([N:32]1[CH2:40][C:39]2[C:34](=[CH:35][CH:36]=[CH:37][C:38]=2B2OC(C)(C)C(C)(C)O2)[CH2:33]1)(=[O:31])=[O:30].C(=O)([O-])[O-].[Na+].[Na+].O.O1CCCC1. (5) Given the product [CH3:23][O:22][C:16]1[CH:17]=[CH:18][C:19]([CH3:21])=[CH:20][C:15]=1[NH:14][S:11]([C:4]1[CH:3]=[C:2]([C:31]([N:29]2[CH2:28][CH2:27][NH:26][CH:25]([CH3:24])[CH2:30]2)=[O:32])[C:10]2[O:9][CH:8]=[CH:7][C:6]=2[CH:5]=1)(=[O:13])=[O:12], predict the reactants needed to synthesize it. The reactants are: I[C:2]1[C:10]2[O:9][CH:8]=[CH:7][C:6]=2[CH:5]=[C:4]([S:11]([NH:14][C:15]2[CH:20]=[C:19]([CH3:21])[CH:18]=[CH:17][C:16]=2[O:22][CH3:23])(=[O:13])=[O:12])[CH:3]=1.[CH3:24][CH:25]1[CH2:30][NH:29][CH2:28][CH2:27][NH:26]1.[C:31]([O-])([O-])=[O:32].[K+].[K+].[OH-].[Na+]. (6) Given the product [NH2:60][CH:61]([C:62]#[N:63])[CH2:64][NH:65][C:17]([C:13]1[N:8]2[CH:9]=[C:10]([CH3:12])[CH:11]=[C:6]([O:5][CH2:4][C:3]3[C:20]([F:24])=[CH:21][CH:22]=[CH:23][C:2]=3[F:1])[C:7]2=[N:15][C:14]=1[CH3:16])=[O:18], predict the reactants needed to synthesize it. The reactants are: [F:1][C:2]1[CH:23]=[CH:22][CH:21]=[C:20]([F:24])[C:3]=1[CH2:4][O:5][C:6]1[C:7]2[N:8]([C:13]([C:17](O)=[O:18])=[C:14]([CH3:16])[N:15]=2)[CH:9]=[C:10]([CH3:12])[CH:11]=1.CN(C(ON1N=NC2C=CC=NC1=2)=[N+](C)C)C.F[P-](F)(F)(F)(F)F.C(N(CC)C(C)C)(C)C.Cl.Cl.[NH2:60][CH:61]([CH2:64][NH2:65])[C:62]#[N:63]. (7) Given the product [C:1]([C:5]1[N:10]=[CH:9][C:8]([C:11]2[N:12]([C:32]([N:51]3[CH2:52][CH2:53][N:48]([CH2:47][CH2:46][CH2:45][S:42]([CH2:40][CH3:41])(=[O:44])=[O:43])[CH2:49][CH2:50]3)=[O:33])[C@@:13]([C:25]3[CH:26]=[CH:27][C:28]([Cl:31])=[CH:29][CH:30]=3)([CH3:24])[C@@:14]([C:17]3[CH:18]=[CH:19][C:20]([Cl:23])=[CH:21][CH:22]=3)([CH3:16])[N:15]=2)=[C:7]([O:35][CH2:36][CH3:37])[CH:6]=1)([CH3:2])([CH3:3])[CH3:4], predict the reactants needed to synthesize it. The reactants are: [C:1]([C:5]1[N:10]=[CH:9][C:8]([C:11]2[N:12]([C:32](Cl)=[O:33])[C@@:13]([C:25]3[CH:30]=[CH:29][C:28]([Cl:31])=[CH:27][CH:26]=3)([CH3:24])[C@@:14]([C:17]3[CH:22]=[CH:21][C:20]([Cl:23])=[CH:19][CH:18]=3)([CH3:16])[N:15]=2)=[C:7]([O:35][CH2:36][CH3:37])[CH:6]=1)([CH3:4])([CH3:3])[CH3:2].Cl.Cl.[CH2:40]([S:42]([CH2:45][CH2:46][CH2:47][N:48]1[CH2:53][CH2:52][NH:51][CH2:50][CH2:49]1)(=[O:44])=[O:43])[CH3:41].C(SCCCO)C.Cl.Cl.CS(CCCN1CCNCC1)(=O)=O. (8) Given the product [Cl:26][C:27]1[CH:28]=[C:29]2[C:33](=[CH:34][CH:35]=1)[N:32]=[C:31]([C:45]1([C:48]3[CH:53]=[CH:52][C:51]([Cl:54])=[CH:50][CH:49]=3)[CH2:46][CH2:47]1)[C:30]([OH:37])=[C:8]2[C:23]([OH:25])=[O:24], predict the reactants needed to synthesize it. The reactants are: C(C1C=CC=C2C=1N=C(C1(C3C=CC=CC=3)CC1)C(O)=[C:8]2[C:23]([OH:25])=[O:24])C.[Cl:26][C:27]1[CH:28]=[C:29]2[C:33](=[CH:34][CH:35]=1)[NH:32][C:31](=O)[C:30]2=[O:37].C(OCC([C:45]1([C:48]2[CH:53]=[CH:52][C:51]([Cl:54])=[CH:50][CH:49]=2)[CH2:47][CH2:46]1)=O)(=O)C. (9) Given the product [CH3:24][S:21]([C:18]1[S:17][C:16]([N:14]2[C:13](=[O:25])[CH2:12][C:11]3([CH2:26][CH2:27][NH:8][CH2:9][CH2:10]3)[CH2:15]2)=[N:20][CH:19]=1)(=[O:22])=[O:23], predict the reactants needed to synthesize it. The reactants are: C(OC([N:8]1[CH2:27][CH2:26][C:11]2([CH2:15][N:14]([C:16]3[S:17][C:18]([S:21]([CH3:24])(=[O:23])=[O:22])=[CH:19][N:20]=3)[C:13](=[O:25])[CH2:12]2)[CH2:10][CH2:9]1)=O)(C)(C)C.Cl. (10) Given the product [OH:29][C:2]1[CH:3]=[N:4][C:5]([O:8][C:9]2[CH:14]=[CH:13][C:12]([CH2:15][CH2:16][CH:17]([NH:19][C:20](=[O:22])[CH3:21])[CH3:18])=[CH:11][CH:10]=2)=[N:6][CH:7]=1, predict the reactants needed to synthesize it. The reactants are: Br[C:2]1[CH:3]=[N:4][C:5]([O:8][C:9]2[CH:14]=[CH:13][C:12]([CH2:15][CH2:16][CH:17]([NH:19][C:20](=[O:22])[CH3:21])[CH3:18])=[CH:11][CH:10]=2)=[N:6][CH:7]=1.C([Li])CCC.B(OC)(OC)[O:29]C.C(OO)(=O)C.S([O-])(O)=O.[Na+].